This data is from Forward reaction prediction with 1.9M reactions from USPTO patents (1976-2016). The task is: Predict the product of the given reaction. (1) Given the reactants [NH2:1][C:2]1[CH:7]=[C:6]([Br:8])[C:5]([OH:9])=[C:4]([Br:10])[CH:3]=1.[C:11](=O)([O-])[O-].[K+].[K+].IC, predict the reaction product. The product is: [Br:8][C:6]1[CH:7]=[C:2]([CH:3]=[C:4]([Br:10])[C:5]=1[O:9][CH3:11])[NH2:1]. (2) Given the reactants [Br:1][C:2]1[C:7]([O:8][CH3:9])=[CH:6][C:5]([C:10]2[N:11]=[CH:12][O:13][C:14]=2[C:15]([F:18])([F:17])[F:16])=[CH:4][C:3]=1[O:19][CH3:20].CON(C)[C:24](=[O:40])[CH:25]([O:38][CH3:39])[C:26]1[CH:31]=[CH:30][C:29]([N:32]2[CH2:37][CH2:36][O:35][CH2:34][CH2:33]2)=[CH:28][CH:27]=1, predict the reaction product. The product is: [Br:1][C:2]1[C:3]([O:19][CH3:20])=[CH:4][C:5]([C:10]2[N:11]=[C:12]([C:24](=[O:40])[CH:25]([O:38][CH3:39])[C:26]3[CH:27]=[CH:28][C:29]([N:32]4[CH2:33][CH2:34][O:35][CH2:36][CH2:37]4)=[CH:30][CH:31]=3)[O:13][C:14]=2[C:15]([F:16])([F:17])[F:18])=[CH:6][C:7]=1[O:8][CH3:9]. (3) Given the reactants C([SiH](CC)CC)C.[CH2:8]([C:12]1(O)[C@@H:19]2[C@@H:15]([O:16]C(C)(C)[O:18]2)[CH2:14][S:13]1)[CH2:9][CH:10]=[CH2:11].FC(F)(F)C(O)=O, predict the reaction product. The product is: [CH2:8]([C@H:12]1[C@@H:19]([OH:18])[C@@H:15]([OH:16])[CH2:14][S:13]1)[CH2:9][CH:10]=[CH2:11]. (4) Given the reactants [NH2:1][C:2]1[C:3]([C:7]2[NH:23][C:10]3=[CH:11][C:12]4[C:13]([CH3:22])([CH3:21])[C:14](=[O:20])[N:15]([CH2:18][CH3:19])[C:16]=4[CH:17]=[C:9]3[N:8]=2)=[N:4][NH:5][CH:6]=1.Cl.[C:25](Cl)(=[O:32])[C:26]1[CH:31]=[CH:30][CH:29]=[N:28][CH:27]=1, predict the reaction product. The product is: [CH2:18]([N:15]1[C:16]2[CH:17]=[C:9]3[N:8]=[C:7]([C:3]4[C:2]([NH:1][C:25](=[O:32])[C:26]5[CH:31]=[CH:30][CH:29]=[N:28][CH:27]=5)=[CH:6][NH:5][N:4]=4)[NH:23][C:10]3=[CH:11][C:12]=2[C:13]([CH3:22])([CH3:21])[C:14]1=[O:20])[CH3:19]. (5) The product is: [Cl:23][C:24]1[N:25]=[CH:26][C:27]([CH2:30][N:13]2[C:14]3[C:9](=[C:8]([CH:4]4[O:5][CH2:6][CH2:7][O:3]4)[CH:17]=[CH:16][C:15]=3[O:18][CH3:19])[CH2:10][CH2:11][C:12]2=[O:20])=[CH:28][CH:29]=1. Given the reactants [H-].[Na+].[O:3]1[CH2:7][CH2:6][O:5][CH:4]1[C:8]1[CH:17]=[CH:16][C:15]([O:18][CH3:19])=[C:14]2[C:9]=1[CH2:10][CH2:11][C:12](=[O:20])[NH:13]2.[H][H].[Cl:23][C:24]1[CH:29]=[CH:28][C:27]([CH2:30]Cl)=[CH:26][N:25]=1, predict the reaction product. (6) Given the reactants [I:1]NC(=O)CCC(N)=O.[Cl:10][C:11]1[CH:16]=[CH:15][C:14]([OH:17])=[CH:13][C:12]=1[F:18].S(=O)(=O)(O)O, predict the reaction product. The product is: [Cl:10][C:11]1[C:12]([F:18])=[CH:13][C:14]([OH:17])=[C:15]([I:1])[CH:16]=1. (7) Given the reactants Cl.[CH3:2][NH:3][OH:4].C(=O)([O-])[O-].[Na+].[Na+].O1[CH2:15][CH2:14][O:13][CH:12]1[C:16]1[CH:20]=[CH:19][S:18][C:17]=1[C:21]#[N:22].[OH2:23], predict the reaction product. The product is: [O:23]1[CH2:15][CH2:14][O:13][CH:12]1[C:16]1[CH:20]=[CH:19][S:18][C:17]=1[C:21](=[NH:22])[N:3]([OH:4])[CH3:2]. (8) Given the reactants [OH:1][CH2:2][CH2:3][N:4]1[CH2:9][CH2:8][NH:7][CH2:6][CH2:5]1.[CH3:10][C:11]1[N:16]=[C:15](Cl)[CH:14]=[C:13]([Cl:18])[N:12]=1.C(Cl)Cl, predict the reaction product. The product is: [Cl:18][C:13]1[N:12]=[C:11]([CH3:10])[N:16]=[C:15]([N:7]2[CH2:8][CH2:9][N:4]([CH2:3][CH2:2][OH:1])[CH2:5][CH2:6]2)[CH:14]=1. (9) Given the reactants [C:1]([NH:5][S:6]([C:9]1[CH:14]=[CH:13][C:12](CC(C)C)=[CH:11][CH:10]=1)(=[O:8])=[O:7])([CH3:4])([CH3:3])[CH3:2].[Li]C[CH2:21][CH2:22][CH3:23].C([O:27][B:28](OC(C)C)[O:29]C(C)C)(C)C.[CH2:37]1COCC1, predict the reaction product. The product is: [CH2:37]([C:13]1[CH:12]=[CH:11][CH:10]=[C:9]([S:6]([NH:5][C:1]([CH3:2])([CH3:3])[CH3:4])(=[O:7])=[O:8])[C:14]=1[B:28]([OH:29])[OH:27])[CH:22]([CH3:21])[CH3:23]. (10) Given the reactants [OH:1][CH:2]1[CH2:6][CH2:5][N:4]([C:7]([O:9][CH2:10][C:11]2[CH:16]=[CH:15][CH:14]=[CH:13][CH:12]=2)=[O:8])[CH2:3]1.[Cr](Cl)([O-])(=O)=O.[NH+]1C=CC=CC=1, predict the reaction product. The product is: [O:1]=[C:2]1[CH2:6][CH2:5][N:4]([C:7]([O:9][CH2:10][C:11]2[CH:16]=[CH:15][CH:14]=[CH:13][CH:12]=2)=[O:8])[CH2:3]1.